This data is from Reaction yield outcomes from USPTO patents with 853,638 reactions. The task is: Predict the reaction yield, written as a fraction of the theoretical maximum amount of product (1.0 means a 100% yield; for example, 0.34 means a 34% yield). The yield is 0.910. The reactants are [C:1]([NH:4][S:5]([C:8]1[CH:13]=[CH:12][CH:11]=[CH:10][C:9]=1[C:14]1[N:19]=[CH:18][C:17]([CH2:20][N:21]2[C:25]([CH2:26][CH2:27][CH3:28])=[CH:24][C:23](C(O)=O)=[N:22]2)=[CH:16][CH:15]=1)(=[O:7])=[O:6])(=[O:3])[CH3:2].CN([CH:35]=[O:36])C.CN(C(ON1N=NC2C=CC=NC1=2)=[N+](C)C)C.F[P-](F)(F)(F)(F)F.[NH2:61][C@H:62]([CH2:68][C:69]1[CH:74]=[CH:73][CH:72]=[CH:71][CH:70]=1)[C@@H:63]([OH:67])[C:64]([OH:66])=[O:65].Cl.CCN(C(C)C)C(C)C. No catalyst specified. The product is [C:1]([NH:4][S:5]([C:8]1[CH:13]=[CH:12][CH:11]=[CH:10][C:9]=1[C:14]1[N:19]=[CH:18][C:17]([CH2:20][N:21]2[C:25]([CH2:26][CH2:27][CH3:28])=[CH:24][C:23]([C:35]([NH:61][C@H:62]([CH2:68][C:69]3[CH:74]=[CH:73][CH:72]=[CH:71][CH:70]=3)[C@@H:63]([OH:67])[C:64]([OH:66])=[O:65])=[O:36])=[N:22]2)=[CH:16][CH:15]=1)(=[O:7])=[O:6])(=[O:3])[CH3:2].